From a dataset of Full USPTO retrosynthesis dataset with 1.9M reactions from patents (1976-2016). Predict the reactants needed to synthesize the given product. (1) Given the product [NH2:21][C:22]1[S:26][C:25]([C:27]2[C:32]([F:33])=[CH:31][CH:30]=[CH:29][C:28]=2[F:34])=[N:24][C:23]=1[C:35]([NH:1][C:2]1[CH:3]=[N:4][S:5][C:6]=1[O:7][CH:8]1[CH2:9][CH2:10][N:11]([C:14]([O:16][C:17]([CH3:20])([CH3:19])[CH3:18])=[O:15])[CH2:12][CH2:13]1)=[O:36], predict the reactants needed to synthesize it. The reactants are: [NH2:1][C:2]1[CH:3]=[N:4][S:5][C:6]=1[O:7][CH:8]1[CH2:13][CH2:12][N:11]([C:14]([O:16][C:17]([CH3:20])([CH3:19])[CH3:18])=[O:15])[CH2:10][CH2:9]1.[NH2:21][C:22]1[S:26][C:25]([C:27]2[C:32]([F:33])=[CH:31][CH:30]=[CH:29][C:28]=2[F:34])=[N:24][C:23]=1[C:35](O)=[O:36].CN(C(ON1N=NC2C=CC=NC1=2)=[N+](C)C)C.F[P-](F)(F)(F)(F)F.CCN(C(C)C)C(C)C. (2) Given the product [Br:10][C:11]1[C:16]([CH3:17])=[CH:15][C:14]([CH:18]=[O:5])=[N:13][C:12]=1[CH3:20], predict the reactants needed to synthesize it. The reactants are: C[O-].[Na+].[N+](C(C)C)([O-])=[O:5].[Br:10][C:11]1[C:12]([CH3:20])=[N:13][C:14]([CH2:18]Br)=[CH:15][C:16]=1[CH3:17].